Regression. Given a peptide amino acid sequence and an MHC pseudo amino acid sequence, predict their binding affinity value. This is MHC class II binding data. From a dataset of Peptide-MHC class II binding affinity with 134,281 pairs from IEDB. (1) The peptide sequence is TSKLDAAYKLAYKTA. The MHC is HLA-DPA10201-DPB11401 with pseudo-sequence HLA-DPA10201-DPB11401. The binding affinity (normalized) is 0.483. (2) The peptide sequence is YSKFLANVSTVLTGK. The MHC is DRB1_1602 with pseudo-sequence DRB1_1602. The binding affinity (normalized) is 0.818. (3) The MHC is DRB1_0101 with pseudo-sequence DRB1_0101. The peptide sequence is GIVVAWKVRLLPVPP. The binding affinity (normalized) is 0.533. (4) The peptide sequence is AFILDGDNLFPLV. The MHC is DRB3_0101 with pseudo-sequence DRB3_0101. The binding affinity (normalized) is 0.868. (5) The peptide sequence is ASRELERFALNPSLL. The MHC is DRB1_1101 with pseudo-sequence DRB1_1101. The binding affinity (normalized) is 0.197. (6) The peptide sequence is SCWAFSGVAATESAY. The MHC is DRB4_0101 with pseudo-sequence DRB4_0103. The binding affinity (normalized) is 0.236.